Dataset: Reaction yield outcomes from USPTO patents with 853,638 reactions. Task: Predict the reaction yield, written as a fraction of the theoretical maximum amount of product (1.0 means a 100% yield; for example, 0.34 means a 34% yield). (1) The reactants are [OH:1][C:2]1[C:7]([CH2:8][CH2:9][CH3:10])=[C:6]([OH:11])[CH:5]=[CH:4][C:3]=1[C:12](=[O:14])[CH3:13].C(N(CC)CC)C.[CH3:22][N:23]([CH3:27])[C:24](Cl)=[S:25]. The catalyst is ClCCl. The product is [C:12]([C:3]1[CH:4]=[CH:5][C:6]([O:11][C:24](=[S:25])[N:23]([CH3:27])[CH3:22])=[C:7]([CH2:8][CH2:9][CH3:10])[C:2]=1[OH:1])(=[O:14])[CH3:13]. The yield is 0.410. (2) The reactants are [OH:1][C:2]1[CH:6]=[C:5]([C:7]([O:9][CH3:10])=[O:8])[NH:4][N:3]=1.C(=O)([O-])[O-].[K+].[K+].I[CH2:18][CH2:19][CH2:20][CH3:21]. The catalyst is CN(C)C=O. The product is [CH2:18]([O:1][C:2]1[CH:6]=[C:5]([C:7]([O:9][CH3:10])=[O:8])[NH:4][N:3]=1)[CH2:19][CH2:20][CH3:21]. The yield is 0.640. (3) The reactants are [CH3:1][C:2]1[CH:7]=[C:6]([CH3:8])[CH:5]=[C:4]([CH3:9])[C:3]=1[CH2:10][C:11](OCC)=O.[C:16]([C:19]1[CH:24]=[CH:23][C:22]([NH:25][C:26](=[S:29])[NH:27][NH2:28])=[CH:21][CH:20]=1)([OH:18])=[O:17].C[O-].[Na+]. The catalyst is CO. The product is [C:16]([C:19]1[CH:20]=[CH:21][C:22]([N:25]2[C:11]([CH2:10][C:3]3[C:4]([CH3:9])=[CH:5][C:6]([CH3:8])=[CH:7][C:2]=3[CH3:1])=[N:28][NH:27][C:26]2=[S:29])=[CH:23][CH:24]=1)([OH:18])=[O:17]. The yield is 0.0400.